Dataset: Forward reaction prediction with 1.9M reactions from USPTO patents (1976-2016). Task: Predict the product of the given reaction. (1) Given the reactants Br[C:2]1[CH:6]=[CH:5][O:4][CH:3]=1.C1C=CC=CC=1.C([O-])([O-])=O.[Na+].[Na+].[C:19]1([C:28]2[CH:33]=[CH:32][CH:31]=[CH:30][CH:29]=2)[CH:24]=[CH:23][C:22](B(O)O)=[CH:21][CH:20]=1, predict the reaction product. The product is: [C:19]1([C:28]2[CH:29]=[CH:30][CH:31]=[CH:32][CH:33]=2)[CH:24]=[CH:23][C:22]([C:2]2[CH:6]=[CH:5][O:4][CH:3]=2)=[CH:21][CH:20]=1. (2) Given the reactants Cl[C:2]1[C:7]([N+:8]([O-:10])=[O:9])=[CH:6][CH:5]=[C:4]([Cl:11])[N:3]=1.C(N(CC)CC)C.[CH3:19][O:20][C:21]1[CH:26]=[CH:25][C:24]([NH2:27])=[CH:23][CH:22]=1, predict the reaction product. The product is: [CH3:19][O:20][C:21]1[CH:26]=[CH:25][C:24]([NH:27][C:2]2[C:7]([N+:8]([O-:10])=[O:9])=[CH:6][CH:5]=[C:4]([Cl:11])[N:3]=2)=[CH:23][CH:22]=1. (3) The product is: [F:21][C:22]1[C:23]([CH:18]=[O:20])=[N:24][CH:25]=[CH:26][C:27]=1[F:28]. Given the reactants C([Li])CCC.CN(C)CCN(C)C.CC(C)=O.[C:18](=[O:20])=O.[F:21][C:22]1[CH:23]=[N:24][CH:25]=[CH:26][C:27]=1[F:28], predict the reaction product. (4) Given the reactants Br[CH2:2][C:3]([C:5]1[CH:10]=[CH:9][C:8]([F:11])=[CH:7][CH:6]=1)=[O:4].[C:12]1([CH3:19])[CH:17]=[CH:16][CH:15]=[C:14]([NH2:18])[CH:13]=1.C([O-])([O-])=O.[Na+].[Na+], predict the reaction product. The product is: [F:11][C:8]1[CH:9]=[CH:10][C:5]([C:3](=[O:4])[CH2:2][NH:18][C:14]2[CH:13]=[C:12]([CH3:19])[CH:17]=[CH:16][CH:15]=2)=[CH:6][CH:7]=1. (5) Given the reactants [C:1]([O:5][C:6](=[O:17])[CH2:7][C@@H:8]([OH:16])[CH2:9][CH2:10][CH2:11][CH2:12][CH2:13][CH2:14][CH3:15])([CH3:4])([CH3:3])[CH3:2].I[CH2:19][CH2:20][CH2:21][CH2:22][CH2:23][CH3:24], predict the reaction product. The product is: [C:1]([O:5][C:6](=[O:17])[C@@H:7]([CH2:19][CH2:20][CH2:21][CH2:22][CH2:23][CH3:24])[C@@H:8]([OH:16])[CH2:9][CH2:10][CH2:11][CH2:12][CH2:13][CH2:14][CH3:15])([CH3:2])([CH3:4])[CH3:3]. (6) The product is: [C:19]([C:21]1[CH:28]=[CH:27][C:24](/[CH:25]=[CH:11]/[C:12]([O:14][C:15]([CH3:16])([CH3:17])[CH3:18])=[O:13])=[CH:23][CH:22]=1)#[N:20]. Given the reactants [H-].[Na+].C(OP([CH2:11][C:12]([O:14][C:15]([CH3:18])([CH3:17])[CH3:16])=[O:13])(OCC)=O)C.[C:19]([C:21]1[CH:28]=[CH:27][C:24]([CH:25]=O)=[CH:23][CH:22]=1)#[N:20], predict the reaction product.